The task is: Predict which catalyst facilitates the given reaction.. This data is from Catalyst prediction with 721,799 reactions and 888 catalyst types from USPTO. (1) Reactant: [F:1][C:2]1[C:11]([F:12])=[CH:10][C:9]([CH:13]=O)=[C:8]2[C:3]=1[C:4](=[O:16])[CH:5]=[C:6]([CH3:15])[O:7]2.[CH3:17][C:18](=[O:23])[CH2:19][C:20](=[O:22])[CH3:21].C1(C)C=CC(S(O)(=O)=O)=CC=1.C(OCC)(=O)C. Product: [F:1][C:2]1[C:11]([F:12])=[CH:10][C:9]([CH:13]=[C:19]([C:18](=[O:23])[CH3:17])[C:20](=[O:22])[CH3:21])=[C:8]2[C:3]=1[C:4](=[O:16])[CH:5]=[C:6]([CH3:15])[O:7]2. The catalyst class is: 11. (2) The catalyst class is: 4. Product: [C:5]([O:13][CH2:14][CH2:15][C:16]1[CH:17]=[CH:18][C:19]2[N:20]([N:22]=[C:23]([C:37]3[CH:38]=[CH:39][CH:40]=[CH:41][CH:42]=3)[C:24]=2[CH:25]([OH:26])[C:27]2[N:32]=[C:31]([C:33]([O:35][CH3:36])=[O:34])[CH:30]=[CH:29][CH:28]=2)[CH:21]=1)(=[O:12])[C:6]1[CH:11]=[CH:10][CH:9]=[CH:8][CH:7]=1. Reactant: CO.[BH4-].[Na+].[C:5]([O:13][CH2:14][CH2:15][C:16]1[CH:17]=[CH:18][C:19]2[N:20]([N:22]=[C:23]([C:37]3[CH:42]=[CH:41][CH:40]=[CH:39][CH:38]=3)[C:24]=2[C:25]([C:27]2[N:32]=[C:31]([C:33]([O:35][CH3:36])=[O:34])[CH:30]=[CH:29][CH:28]=2)=[O:26])[CH:21]=1)(=[O:12])[C:6]1[CH:11]=[CH:10][CH:9]=[CH:8][CH:7]=1.[Cl-].[NH4+].